From a dataset of Full USPTO retrosynthesis dataset with 1.9M reactions from patents (1976-2016). Predict the reactants needed to synthesize the given product. (1) Given the product [CH3:19][C:6]1[C:5]([CH2:4][C:3]([OH:2])=[O:20])=[C:9]([CH3:10])[N:8]([CH2:11][C:12]2[CH:17]=[CH:16][C:15](/[CH:28]=[CH:27]/[C:26]3[CH:25]=[CH:24][C:23]([C:22]([F:21])([F:31])[F:32])=[CH:30][CH:29]=3)=[CH:14][CH:13]=2)[N:7]=1, predict the reactants needed to synthesize it. The reactants are: C[O:2][C:3](=[O:20])[CH2:4][C:5]1[C:6]([CH3:19])=[N:7][N:8]([CH2:11][C:12]2[CH:17]=[CH:16][C:15](Br)=[CH:14][CH:13]=2)[C:9]=1[CH3:10].[F:21][C:22]([F:32])([F:31])[C:23]1[CH:30]=[CH:29][C:26]([CH:27]=[CH2:28])=[CH:25][CH:24]=1.C(N(C(C)C)CC)(C)C.C1(C)C=CC=CC=1P(C1C=CC=CC=1C)C1C=CC=CC=1C.[OH-].[Na+].Cl. (2) Given the product [CH:13]([NH:4][C:3]1[CH:5]=[C:6]([N+:9]([O-:11])=[O:10])[CH:7]=[CH:8][C:2]=1[Br:1])=[O:14], predict the reactants needed to synthesize it. The reactants are: [Br:1][C:2]1[CH:8]=[CH:7][C:6]([N+:9]([O-:11])=[O:10])=[CH:5][C:3]=1[NH2:4].O.[CH:13](O)=[O:14].